From a dataset of Catalyst prediction with 721,799 reactions and 888 catalyst types from USPTO. Predict which catalyst facilitates the given reaction. (1) Reactant: C(=O)([O-])[O-].[Cs+].[Cs+].C(P(C(C)(C)C)C(C)(C)C)(C)(C)C.Br[C:21]1[CH:22]=[C:23]2[C:28](=[CH:29][CH:30]=1)[N:27]=[CH:26][N:25]([C:31]1[CH:32]=[C:33]([NH:38][C:39](=[O:51])[C:40]3[CH:45]=[CH:44][CH:43]=[C:42]([C:46]([C:49]#[N:50])([CH3:48])[CH3:47])[CH:41]=3)[CH:34]=[CH:35][C:36]=1[CH3:37])[C:24]2=[O:52].[CH2:53]([N:55]1[CH2:60][CH2:59][NH:58][CH2:57][CH2:56]1)[CH3:54]. Product: [C:49]([C:46]([C:42]1[CH:41]=[C:40]([CH:45]=[CH:44][CH:43]=1)[C:39]([NH:38][C:33]1[CH:34]=[CH:35][C:36]([CH3:37])=[C:31]([N:25]2[C:24](=[O:52])[C:23]3[C:28](=[CH:29][CH:30]=[C:21]([N:58]4[CH2:59][CH2:60][N:55]([CH2:53][CH3:54])[CH2:56][CH2:57]4)[CH:22]=3)[N:27]=[CH:26]2)[CH:32]=1)=[O:51])([CH3:47])[CH3:48])#[N:50]. The catalyst class is: 102. (2) Reactant: C[O:2][C:3](=[O:27])[CH:4]([NH:17][C:18]1[CH:23]=[CH:22][C:21]([C:24](=[NH:26])[NH2:25])=[CH:20][CH:19]=1)[C:5]1[CH:10]=[C:9]([O:11][CH3:12])[C:8]([O:13][CH3:14])=[C:7]([O:15][CH3:16])[CH:6]=1.[OH-].[Na+].[ClH:30].C(OCC)C. Product: [ClH:30].[C:24]([C:21]1[CH:20]=[CH:19][C:18]([NH:17][CH:4]([C:5]2[CH:6]=[C:7]([O:15][CH3:16])[C:8]([O:13][CH3:14])=[C:9]([O:11][CH3:12])[CH:10]=2)[C:3]([OH:27])=[O:2])=[CH:23][CH:22]=1)(=[NH:25])[NH2:26]. The catalyst class is: 111. (3) Reactant: [Si]([O:8][C:9]1[C:10]([F:20])=[C:11]([CH:14]=[C:15]([O:17][CH2:18][CH3:19])[CH:16]=1)[CH:12]=[O:13])(C(C)(C)C)(C)C.CCCC[N+](CCCC)(CCCC)CCCC.[F-]. Product: [CH2:18]([O:17][C:15]1[CH:16]=[C:9]([OH:8])[C:10]([F:20])=[C:11]([CH:14]=1)[CH:12]=[O:13])[CH3:19]. The catalyst class is: 49. (4) Reactant: [F:1][C:2]1[CH:3]=[C:4]2[C:8](=[CH:9][CH:10]=1)[NH:7][C:6](=[O:11])[C:5]2=O.O[CH2:14][C:15]([C:17]1[CH:22]=[CH:21][CH:20]=[CH:19][CH:18]=1)=O.[OH-:23].[Na+].Cl.[OH2:26]. Product: [F:1][C:2]1[CH:3]=[C:4]2[C:8](=[CH:9][CH:10]=1)[N:7]=[C:15]([C:17]1[CH:22]=[CH:21][CH:20]=[CH:19][CH:18]=1)[C:14]([OH:23])=[C:5]2[C:6]([OH:11])=[O:26]. The catalyst class is: 5. (5) Reactant: [OH:1][NH:2][C:3]([C:5]1[CH:6]=[CH:7][C:8]([NH:11][C:12](=[O:18])[O:13][C:14]([CH3:17])([CH3:16])[CH3:15])=[N:9][CH:10]=1)=[NH:4].[C:19](OC(=O)C)(=[O:21])[CH3:20]. Product: [C:19]([O:1][NH:2][C:3]([C:5]1[CH:10]=[N:9][C:8]([NH:11][C:12]([O:13][C:14]([CH3:15])([CH3:17])[CH3:16])=[O:18])=[CH:7][CH:6]=1)=[NH:4])(=[O:21])[CH3:20]. The catalyst class is: 15. (6) Reactant: C([O:3][C:4](=O)[CH2:5][CH2:6][CH2:7][N:8]1[C:12]2[N:13]=[C:14]([CH3:37])[N:15]=[C:16]([NH:17][CH2:18][C@@H:19]([C:30]([O:32][C:33]([CH3:36])([CH3:35])[CH3:34])=[O:31])[NH:20][S:21]([C:24]3[CH:29]=[CH:28][CH:27]=[CH:26][CH:25]=3)(=[O:23])=[O:22])[C:11]=2[CH:10]=[CH:9]1)C.[NH:39]1[CH2:44][CH2:43][CH2:42][N:41]=[C:40]1[NH2:45]. Product: [C:33]([O:32][C:30](=[O:31])[C@@H:19]([NH:20][S:21]([C:24]1[CH:29]=[CH:28][CH:27]=[CH:26][CH:25]=1)(=[O:23])=[O:22])[CH2:18][NH:17][C:16]1[C:11]2[CH:10]=[CH:9][N:8]([CH2:7][CH2:6][CH2:5][C:4](=[O:3])[NH:45][C:40]3[NH:41][CH2:42][CH2:43][CH2:44][N:39]=3)[C:12]=2[N:13]=[C:14]([CH3:37])[N:15]=1)([CH3:36])([CH3:34])[CH3:35]. The catalyst class is: 3.